Dataset: Forward reaction prediction with 1.9M reactions from USPTO patents (1976-2016). Task: Predict the product of the given reaction. (1) Given the reactants [I:1][C:2]1[CH:3]=[C:4]2[C:9](=[CH:10][CH:11]=1)[N:8]=[CH:7][NH:6][C:5]2=O.P(Cl)(Cl)([Cl:15])=O.C(N(CC)CC)C, predict the reaction product. The product is: [I:1][C:2]1[CH:3]=[C:4]2[C:9](=[CH:10][CH:11]=1)[N:8]=[CH:7][N:6]=[C:5]2[Cl:15]. (2) Given the reactants C([S:5][C@H:6]1[C:14]2[C:9](=[CH:10][CH:11]=[CH:12][CH:13]=2)[C@H:8]([N:15]2[C:23](=[O:24])[C:22]3[C:17](=[CH:18][CH:19]=[CH:20][CH:21]=3)[C:16]2=[O:25])[CH2:7]1)(C)(C)C.[N+:26]([C:29]1[CH:34]=[CH:33][CH:32]=[CH:31][C:30]=1[S:35]Cl)([O-:28])=[O:27], predict the reaction product. The product is: [N+:26]([C:29]1[CH:34]=[CH:33][CH:32]=[CH:31][C:30]=1[S:35][S:5][C@H:6]1[C:14]2[C:9](=[CH:10][CH:11]=[CH:12][CH:13]=2)[C@H:8]([N:15]2[C:23](=[O:24])[C:22]3[C:17](=[CH:18][CH:19]=[CH:20][CH:21]=3)[C:16]2=[O:25])[CH2:7]1)([O-:28])=[O:27]. (3) Given the reactants [S:1](=[CH:4][CH2:5][CH2:6][CH2:7][N:8]1[CH:12]=[CH:11][N:10]=[CH:9]1)(=[O:3])=[O:2].[S:13](=[O:17])(=[O:16])([OH:15])[OH:14], predict the reaction product. The product is: [S:13]([O-:17])([OH:16])(=[O:15])=[O:14].[S:1](=[CH:4][CH2:5][CH2:6][CH2:7][N+:8]1[CH:12]=[CH:11][NH:10][CH:9]=1)(=[O:3])=[O:2]. (4) The product is: [CH2:25]([O:32][C:33]1[CH:40]=[CH:39][C:36]([CH2:37][NH2:38])=[CH:35][C:34]=1[OH:41])[C:26]1[CH:31]=[CH:30][CH:29]=[CH:28][CH:27]=1. Given the reactants C(OC1C=C(C=C(OCC2C=CC=CC=2)C=1)CN)C1C=CC=CC=1.[CH2:25]([O:32][C:33]1[CH:40]=[CH:39][C:36]([C:37]#[N:38])=[CH:35][C:34]=1[OH:41])[C:26]1[CH:31]=[CH:30][CH:29]=[CH:28][CH:27]=1, predict the reaction product.